Dataset: Catalyst prediction with 721,799 reactions and 888 catalyst types from USPTO. Task: Predict which catalyst facilitates the given reaction. Reactant: [OH:1][C:2]1[C:3]([CH3:19])=[C:4]2[C:9](=[C:10]([CH3:13])[C:11]=1[CH3:12])[O:8][C:7]([CH3:18])([C:14]([O:16]C)=[O:15])[CH2:6][CH2:5]2.[OH-].[Na+].S([O-])(O)(=O)=O.[K+]. Product: [OH:1][C:2]1[C:3]([CH3:19])=[C:4]2[C:9](=[C:10]([CH3:13])[C:11]=1[CH3:12])[O:8][C:7]([CH3:18])([C:14]([OH:16])=[O:15])[CH2:6][CH2:5]2. The catalyst class is: 24.